Task: Predict the reaction yield, written as a fraction of the theoretical maximum amount of product (1.0 means a 100% yield; for example, 0.34 means a 34% yield).. Dataset: Reaction yield outcomes from USPTO patents with 853,638 reactions (1) The catalyst is O. The yield is 0.670. The product is [S:18]([N:15]1[C:12]2=[N:13][CH:14]=[C:9]([CH:1]=[O:28])[N:10]=[C:11]2[CH:17]=[CH:16]1)([C:21]1[CH:27]=[CH:26][C:24]([CH3:25])=[CH:23][CH:22]=1)(=[O:20])=[O:19]. The reactants are [CH:1](/[C:9]1[N:10]=[C:11]2[CH:17]=[CH:16][N:15]([S:18]([C:21]3[CH:27]=[CH:26][C:24]([CH3:25])=[CH:23][CH:22]=3)(=[O:20])=[O:19])[C:12]2=[N:13][CH:14]=1)=C\C1C=CC=CC=1.[O:28]1CCOCC1. (2) The reactants are [F:1][C:2]([F:15])([F:14])[S:3]([O:6]S(C(F)(F)F)(=O)=O)(=[O:5])=[O:4].[CH3:16][O:17][C:18](=[O:36])[C@H:19]([CH2:28][C:29]1[CH:34]=[CH:33][C:32](O)=[CH:31][CH:30]=1)[NH:20][C:21]([O:23][C:24]([CH3:27])([CH3:26])[CH3:25])=[O:22].N1C=CC=CC=1. The catalyst is ClCCl. The product is [CH3:16][O:17][C:18](=[O:36])[C@@H:19]([NH:20][C:21]([O:23][C:24]([CH3:26])([CH3:25])[CH3:27])=[O:22])[CH2:28][C:29]1[CH:34]=[CH:33][C:32]([O:6][S:3]([C:2]([F:15])([F:14])[F:1])(=[O:5])=[O:4])=[CH:31][CH:30]=1. The yield is 0.900. (3) The reactants are [Si]([O:18][CH2:19][C:20]1[C:21]([N:35]2[CH2:40][C@H:39]([CH3:41])[O:38][C@H:37]([CH3:42])[CH2:36]2)=[C:22]([F:34])[C:23]([O:29][N:30]=C(C)C)=[C:24]([C:26](=O)[CH3:27])[CH:25]=1)(C(C)(C)C)(C1C=CC=CC=1)C1C=CC=CC=1.Cl. The catalyst is C(O)C. The product is [CH3:42][C@@H:37]1[CH2:36][N:35]([C:21]2[C:20]([CH2:19][OH:18])=[CH:25][C:24]3[C:26]([CH3:27])=[N:30][O:29][C:23]=3[C:22]=2[F:34])[CH2:40][C@H:39]([CH3:41])[O:38]1. The yield is 0.390. (4) The reactants are [OH:1][C:2]1[CH:7]=[CH:6][C:5]([NH:8][C:9](=[O:20])[C:10]2[CH:15]=[CH:14][C:13]([O:16][CH3:17])=[CH:12][C:11]=2[O:18][CH3:19])=[CH:4][CH:3]=1.Br[CH2:22][CH:23]([CH3:25])[CH3:24].C([O-])([O-])=O.[K+].[K+]. The catalyst is CS(C)=O. The product is [CH2:22]([O:1][C:2]1[CH:7]=[CH:6][C:5]([NH:8][C:9](=[O:20])[C:10]2[CH:15]=[CH:14][C:13]([O:16][CH3:17])=[CH:12][C:11]=2[O:18][CH3:19])=[CH:4][CH:3]=1)[CH:23]([CH3:25])[CH3:24]. The yield is 0.630. (5) The reactants are Br[C:2]1[CH:3]=[C:4]([N:16]2[C:20]3[CH:21]=[CH:22][C:23]([C:25]4[CH:26]=[N:27][N:28]([CH3:30])[CH:29]=4)=[CH:24][C:19]=3[N:18]=[CH:17]2)[CH:5]=[C:6]([C:8]2[CH:13]=[CH:12][C:11]([F:14])=[CH:10][C:9]=2[F:15])[CH:7]=1.[S:31]1[CH:35]=[CH:34][N:33]=[C:32]1[NH2:36]. No catalyst specified. The product is [F:15][C:9]1[CH:10]=[C:11]([F:14])[CH:12]=[CH:13][C:8]=1[C:6]1[CH:5]=[C:4]([N:16]2[C:20]3[CH:21]=[CH:22][C:23]([C:25]4[CH:26]=[N:27][N:28]([CH3:30])[CH:29]=4)=[CH:24][C:19]=3[N:18]=[CH:17]2)[CH:3]=[C:2]([NH:36][C:32]2[S:31][CH:35]=[CH:34][N:33]=2)[CH:7]=1. The yield is 0.117. (6) The reactants are [C:1]([O:5][C:6](=[O:34])[NH:7][C:8]1[CH:13]=[CH:12][CH:11]=[C:10]([S:14][C:15]2[CH:20]=[CH:19][C:18]([C:21](=[O:30])[NH:22][C:23]3[CH:28]=[CH:27][CH:26]=[C:25]([Br:29])[CH:24]=3)=[CH:17][C:16]=2[N+:31]([O-])=O)[CH:9]=1)([CH3:4])([CH3:3])[CH3:2].[Cl-].[NH4+].O1CCCC1.O. The catalyst is C(O)C.[Fe]. The product is [C:1]([O:5][C:6](=[O:34])[NH:7][C:8]1[CH:13]=[CH:12][CH:11]=[C:10]([S:14][C:15]2[CH:20]=[CH:19][C:18]([C:21](=[O:30])[NH:22][C:23]3[CH:28]=[CH:27][CH:26]=[C:25]([Br:29])[CH:24]=3)=[CH:17][C:16]=2[NH2:31])[CH:9]=1)([CH3:4])([CH3:2])[CH3:3]. The yield is 0.910. (7) The reactants are [NH2:1][C:2]1[CH:3]=[C:4]2[C:20](=[O:21])[NH:19][N:18]=[CH:17][C:6]3=[C:7]([C:11]4[CH:16]=[CH:15][CH:14]=[CH:13][CH:12]=4)[NH:8][C:9]([CH:10]=1)=[C:5]23.[CH3:22][C:23]([O:26][C:27]([NH:29][C@H:30]([CH2:34][C:35]1[CH:40]=[CH:39][C:38]([F:41])=[CH:37][CH:36]=1)[C:31](O)=[O:32])=[O:28])([CH3:25])[CH3:24].C(N(CC)CC)C.F[P-](F)(F)(F)(F)F.N1(OC(N(C)C)=[N+](C)C)C2N=CC=CC=2N=N1. The catalyst is C(Cl)Cl.CN(C)C=O. The product is [F:41][C:38]1[CH:39]=[CH:40][C:35]([CH2:34][C@@H:30]([NH:29][C:27](=[O:28])[O:26][C:23]([CH3:24])([CH3:22])[CH3:25])[C:31](=[O:32])[NH:1][C:2]2[CH:3]=[C:4]3[C:20](=[O:21])[NH:19][N:18]=[CH:17][C:6]4=[C:7]([C:11]5[CH:12]=[CH:13][CH:14]=[CH:15][CH:16]=5)[NH:8][C:9]([CH:10]=2)=[C:5]34)=[CH:36][CH:37]=1. The yield is 0.880. (8) The reactants are F[C:2]1[CH:3]=[C:4]2[C:9](=[CH:10][C:11]=1[N+:12]([O-:14])=[O:13])[NH:8][C:7](=[O:15])[N:6]([NH:16][S:17]([CH3:20])(=[O:19])=[O:18])[C:5]2=[O:21].[NH2:22][C@@H:23]([CH2:26][C:27]1[N:28]=[CH:29][NH:30][CH:31]=1)[CH2:24][OH:25]. No catalyst specified. The product is [OH:25][CH2:24][C@@H:23]([NH:22][C:2]1[CH:3]=[C:4]2[C:9](=[CH:10][C:11]=1[N+:12]([O-:14])=[O:13])[NH:8][C:7](=[O:15])[N:6]([NH:16][S:17]([CH3:20])(=[O:19])=[O:18])[C:5]2=[O:21])[CH2:26][C:27]1[N:28]=[CH:29][NH:30][CH:31]=1. The yield is 0.460. (9) The reactants are [Cl:1][C:2]1[N:7]=[CH:6][C:5]([C:8]2(O)[CH2:12][CH2:11][CH2:10][CH2:9]2)=[CH:4][CH:3]=1.S(=O)(=O)(O)O.[OH-].[Na+]. The catalyst is C(O)(=O)C. The product is [Cl:1][C:2]1[CH:3]=[CH:4][C:5]([C:8]2[CH2:12][CH2:11][CH2:10][CH:9]=2)=[CH:6][N:7]=1. The yield is 0.880. (10) The reactants are C(OC([N:8](C(OC(C)(C)C)=O)[C:9]1[C:10]([C:16]2[N:20](C(OC(C)(C)C)=O)[C:19]3[CH:28]=[C:29]([CH3:32])[CH:30]=[CH:31][C:18]=3[N:17]=2)=[N:11][C:12](Br)=[CH:13][N:14]=1)=O)(C)(C)C.[NH:40]1[CH2:45][CH2:44]S[CH2:42][CH2:41]1.C1C=C(Cl)C=C(C(OO)=O)C=1.C(O)(C(F)(F)F)=O.C([O-])([O-])=O.[Na+].[Na+].[O-:70][S:71]([O-:74])(=S)=O.[Na+].[Na+]. The catalyst is CN(C=O)C.CCOC(C)=O. The product is [O:70]=[S:71]1(=[O:74])[CH2:44][CH2:45][N:40]([C:12]2[N:11]=[C:10]([C:16]3[NH:20][C:19]4[CH:28]=[C:29]([CH3:32])[CH:30]=[CH:31][C:18]=4[N:17]=3)[C:9]([NH2:8])=[N:14][CH:13]=2)[CH2:41][CH2:42]1. The yield is 0.310.